From a dataset of Forward reaction prediction with 1.9M reactions from USPTO patents (1976-2016). Predict the product of the given reaction. Given the reactants Br[C:2]1[CH:9]=[CH:8][C:5]([C:6]#[N:7])=[C:4]([N:10]2[CH2:15][CH2:14][O:13][CH2:12][CH2:11]2)[CH:3]=1.[CH3:16][C:17]1[N:22]=[CH:21][C:20]([NH2:23])=[CH:19][C:18]=1B1OC(C)(C)C(C)(C)O1.C(=O)([O-])[O-].[Na+].[Na+], predict the reaction product. The product is: [NH2:23][C:20]1[CH:19]=[C:18]([C:2]2[CH:9]=[CH:8][C:5]([C:6]#[N:7])=[C:4]([N:10]3[CH2:15][CH2:14][O:13][CH2:12][CH2:11]3)[CH:3]=2)[C:17]([CH3:16])=[N:22][CH:21]=1.